Predict the reaction yield, written as a fraction of the theoretical maximum amount of product (1.0 means a 100% yield; for example, 0.34 means a 34% yield). From a dataset of Reaction yield outcomes from USPTO patents with 853,638 reactions. (1) The reactants are [OH:1][C:2]1[CH:7]=[CH:6][N:5]([C:8]2[CH:9]=[CH:10][C:11]3[C:12]4[CH2:21][N:20]([C:22]([O:24][C:25]([CH3:28])([CH3:27])[CH3:26])=[O:23])[CH2:19][CH2:18][C:13]=4[N:14]([CH3:17])[C:15]=3[CH:16]=2)[C:4](=[O:29])[CH:3]=1.[Li]N([Si](C)(C)C)[Si](C)(C)C.C1(N([S:47]([C:50]([F:53])([F:52])[F:51])(=[O:49])=[O:48])[S:47]([C:50]([F:53])([F:52])[F:51])(=[O:49])=[O:48])C=CC=CC=1. The catalyst is C1COCC1. The product is [CH3:17][N:14]1[C:15]2[CH:16]=[C:8]([N:5]3[CH:6]=[CH:7][C:2]([O:1][S:47]([C:50]([F:53])([F:52])[F:51])(=[O:49])=[O:48])=[CH:3][C:4]3=[O:29])[CH:9]=[CH:10][C:11]=2[C:12]2[CH2:21][N:20]([C:22]([O:24][C:25]([CH3:26])([CH3:28])[CH3:27])=[O:23])[CH2:19][CH2:18][C:13]1=2. The yield is 0.400. (2) The reactants are [F:1][C:2]1[C:11]2[O:10][CH2:9][C:8]([N+:12]([O-:14])=[O:13])=[CH:7][C:6]=2[C:5]([C:15]([NH2:17])=[O:16])=[CH:4][CH:3]=1.C(O)(C)C.[BH4-].[Na+]. The catalyst is C(Cl)(Cl)Cl. The product is [F:1][C:2]1[C:11]2[O:10][CH2:9][CH:8]([N+:12]([O-:14])=[O:13])[CH2:7][C:6]=2[C:5]([C:15]([NH2:17])=[O:16])=[CH:4][CH:3]=1. The yield is 0.970. (3) The reactants are [CH3:1][O:2][C:3]1[C:4]([N+:18]([O-:20])=[O:19])=[C:5]2[C:14](=[CH:15][CH:16]=1)[C:13](=[O:17])[CH2:12][CH:11]1[CH:6]2[CH2:7][CH2:8][CH2:9][CH2:10]1.Br[C:22]1[CH:27]=[CH:26][C:25]([O:28][CH3:29])=[CH:24][CH:23]=1.C(P)(C)(C)C.CC(C)([O-])C.[Na+]. The catalyst is C([O-])(=O)C.[Pd+2].C([O-])(=O)C.O1CCCC1. The product is [CH3:1][O:2][C:3]1[C:4]([N+:18]([O-:20])=[O:19])=[C:5]2[C:14](=[CH:15][CH:16]=1)[C:13](=[O:17])[CH:12]([C:22]1[CH:27]=[CH:26][C:25]([O:28][CH3:29])=[CH:24][CH:23]=1)[CH:11]1[CH:6]2[CH2:7][CH2:8][CH2:9][CH2:10]1. The yield is 0.870. (4) The reactants are [F:1][C:2]1[CH:7]=[CH:6][C:5]([C:8](=[O:12])[CH2:9][C:10]#[N:11])=[CH:4][CH:3]=1.[CH3:13][O:14][C:15]1[CH:20]=[C:19]([O:21][CH3:22])[CH:18]=[CH:17][C:16]=1[NH2:23]. The catalyst is C(O)C. The product is [CH3:13][O:14][C:15]1[CH:20]=[C:19]([O:21][CH3:22])[CH:18]=[CH:17][C:16]=1[NH:23][C:10](=[NH:11])[CH2:9][C:8]([C:5]1[CH:6]=[CH:7][C:2]([F:1])=[CH:3][CH:4]=1)=[O:12]. The yield is 0.690.